The task is: Predict the product of the given reaction.. This data is from Forward reaction prediction with 1.9M reactions from USPTO patents (1976-2016). (1) Given the reactants [C:1]([O:9][CH2:10][CH3:11])(=[O:8])[CH2:2][C:3]([O:5][CH2:6][CH3:7])=[O:4].[H-].[Na+].Cl[C:15]1[S:16][C:17]([S:21]([NH2:24])(=[O:23])=[O:22])=[C:18]([CH3:20])[N:19]=1.O, predict the reaction product. The product is: [NH2:24][S:21]([C:17]1[S:16][C:15](=[C:2]([C:3]([O:5][CH2:6][CH3:7])=[O:4])[C:1]([O:9][CH2:10][CH3:11])=[O:8])[NH:19][C:18]=1[CH3:20])(=[O:23])=[O:22]. (2) Given the reactants C1(P(C2C=CC=CC=2)C2C=CC=CC=2)C=CC=CC=1.Cl[C:21]1[CH:26]=[CH:25][C:24]([N+:27]([O-])=O)=[CH:23][N:22]=1.C([Sn](CCCC)(CCCC)[CH:35]=[CH:36][C:37]1[CH:42]=[CH:41][CH:40]=[CH:39][CH:38]=1)CCC, predict the reaction product. The product is: [CH:35](/[C:21]1[N:22]=[CH:23][C:24]([NH2:27])=[CH:25][CH:26]=1)=[CH:36]\[C:37]1[CH:42]=[CH:41][CH:40]=[CH:39][CH:38]=1. (3) Given the reactants [Cl:1][C:2]1[CH:3]=[C:4]([C:8]2[N:12]([C:13]3[CH:18]=[CH:17][C:16]([F:19])=[CH:15][CH:14]=3)[N:11]=[C:10]([C:20]([O:22]CC)=[O:21])[CH:9]=2)[CH:5]=[CH:6][CH:7]=1.[OH-].[Li+], predict the reaction product. The product is: [Cl:1][C:2]1[CH:3]=[C:4]([C:8]2[N:12]([C:13]3[CH:14]=[CH:15][C:16]([F:19])=[CH:17][CH:18]=3)[N:11]=[C:10]([C:20]([OH:22])=[O:21])[CH:9]=2)[CH:5]=[CH:6][CH:7]=1. (4) Given the reactants [CH3:1][S:2](Cl)(=[O:4])=[O:3].[CH3:6][C:7]1([CH2:18][CH2:19][CH2:20][OH:21])[O:11][C:10]2=[N:12][C:13]([N+:15]([O-:17])=[O:16])=[CH:14][N:9]2[CH2:8]1.C(N(CC)CC)C, predict the reaction product. The product is: [CH3:1][S:2]([O:21][CH2:20][CH2:19][CH2:18][C:7]1([CH3:6])[O:11][C:10]2=[N:12][C:13]([N+:15]([O-:17])=[O:16])=[CH:14][N:9]2[CH2:8]1)(=[O:4])=[O:3]. (5) Given the reactants [C:1]([C:3]1[N:4]=[CH:5][N:6]2[C:15]=1[C@@H:14]([CH2:16][CH3:17])[N:13]([CH:18]([CH3:20])[CH3:19])[C:12]1[N:11]=[C:10]([NH:21][C:22]3[CH:30]=[CH:29][C:25]([C:26](O)=[O:27])=[CH:24][C:23]=3[O:31][CH3:32])[N:9]=[CH:8][C:7]2=1)#[N:2].Cl.[CH:34]1([CH2:37][N:38]2[CH2:43][CH2:42][CH:41]([N:44]3[CH2:47][CH:46]([NH2:48])[CH2:45]3)[CH2:40][CH2:39]2)[CH2:36][CH2:35]1, predict the reaction product. The product is: [C:1]([C:3]1[N:4]=[CH:5][N:6]2[C:15]=1[C@@H:14]([CH2:16][CH3:17])[N:13]([CH:18]([CH3:19])[CH3:20])[C:12]1[N:11]=[C:10]([NH:21][C:22]3[CH:30]=[CH:29][C:25]([C:26]([NH:48][CH:46]4[CH2:45][N:44]([CH:41]5[CH2:40][CH2:39][N:38]([CH2:37][CH:34]6[CH2:35][CH2:36]6)[CH2:43][CH2:42]5)[CH2:47]4)=[O:27])=[CH:24][C:23]=3[O:31][CH3:32])[N:9]=[CH:8][C:7]2=1)#[N:2]. (6) Given the reactants CC([O:4][CH2:5][C:6]1[C:19]2[C:14](=CC=CC=2)[C:13](COC(C)=O)=[C:12]2[C:7]=1C=CC=C2)=O.C(O)(=[O:27])C, predict the reaction product. The product is: [CH:14]1[CH:19]=[C:6]([CH:5]=[O:4])[C:7]([OH:27])=[CH:12][CH:13]=1. (7) The product is: [C:15]([O:14][C:12]([NH:11][C:9]1[O:10][C:4]2[C:5](=[N:6][CH:7]=[C:2]([CH:26]3[CH2:29][CH2:28][CH2:27]3)[CH:3]=2)[C:8]=1[C:19]([O:21][CH2:22][CH3:23])=[O:20])=[O:13])([CH3:18])([CH3:17])[CH3:16]. Given the reactants Br[C:2]1[CH:3]=[C:4]2[O:10][C:9]([NH:11][C:12]([O:14][C:15]([CH3:18])([CH3:17])[CH3:16])=[O:13])=[C:8]([C:19]([O:21][CH2:22][CH3:23])=[O:20])[C:5]2=[N:6][CH:7]=1.Br[Zn][CH:26]1[CH2:29][CH2:28][CH2:27]1.C1COCC1.C1(P(C2CCCCC2)C2C=CC=CC=2C2C(OC)=CC=CC=2OC)CCCCC1, predict the reaction product.